From a dataset of Reaction yield outcomes from USPTO patents with 853,638 reactions. Predict the reaction yield, written as a fraction of the theoretical maximum amount of product (1.0 means a 100% yield; for example, 0.34 means a 34% yield). (1) The yield is 0.0900. The reactants are F[C:2]1[C:7]([C:8]2[C:9]3[CH:16]=[CH:15][NH:14][C:10]=3[N:11]=[CH:12][N:13]=2)=[CH:6][CH:5]=[CH:4][N:3]=1.[NH2:17][C:18]1[C:19]([F:32])=[C:20]([NH:25][S:26]([CH2:29][CH2:30][CH3:31])(=[O:28])=[O:27])[CH:21]=[CH:22][C:23]=1[F:24].Cl. The catalyst is C(O)(C)(C)C. The product is [N:11]1[C:10]2[NH:14][CH:15]=[CH:16][C:9]=2[C:8]([C:7]2[C:2]([NH:17][C:18]3[C:19]([F:32])=[C:20]([NH:25][S:26]([CH2:29][CH2:30][CH3:31])(=[O:28])=[O:27])[CH:21]=[CH:22][C:23]=3[F:24])=[N:3][CH:4]=[CH:5][CH:6]=2)=[N:13][CH:12]=1. (2) The reactants are [O:1]=[S:2]1(=[O:26])[CH:7]=[CH:6][N:5]([C:8]2[C:13]([F:14])=[CH:12][C:11]([N:15]3[CH2:19][C@H:18]([C:20](OC)=[O:21])[O:17][C:16]3=[O:24])=[CH:10][C:9]=2[F:25])[CH2:4][CH2:3]1.[NH3:27]. The catalyst is CO. The product is [O:26]=[S:2]1(=[O:1])[CH:7]=[CH:6][N:5]([C:8]2[C:9]([F:25])=[CH:10][C:11]([N:15]3[CH2:19][C@H:18]([C:20]([NH2:27])=[O:21])[O:17][C:16]3=[O:24])=[CH:12][C:13]=2[F:14])[CH2:4][CH2:3]1. The yield is 0.860. (3) The reactants are [C:1]([CH2:4][CH2:5][C:6]1[C:7]([CH3:26])=[C:8](C(O)=O)[NH:9][C:10]=1[CH:11]=[C:12]1[C:20]2[C:15](=[CH:16][CH:17]=[C:18]([Cl:21])[CH:19]=2)[NH:14][C:13]1=[O:22])([OH:3])=[O:2].[OH-].[K+].O.Cl. The catalyst is C(O)CO. The product is [Cl:21][C:18]1[CH:19]=[C:20]2[C:15](=[CH:16][CH:17]=1)[NH:14][C:13](=[O:22])[C:12]2=[CH:11][C:10]1[NH:9][CH:8]=[C:7]([CH3:26])[C:6]=1[CH2:5][CH2:4][C:1]([OH:3])=[O:2]. The yield is 0.290. (4) The product is [Cl:1][C:2]1[S:6][C:5]([CH:7]2[CH2:9][CH:8]2[CH:10]([N:12]([O:13][CH3:14])[C:28]([C:26]2[C:25]([C:31]([F:34])([F:33])[F:32])=[N:24][N:23]([CH3:22])[CH:27]=2)=[O:29])[CH3:11])=[CH:4][CH:3]=1. The reactants are [Cl:1][C:2]1[S:6][C:5]([C@@H:7]2[CH2:9][C@H:8]2[CH:10]([NH:12][O:13][CH3:14])[CH3:11])=[CH:4][CH:3]=1.C(N(CC)CC)C.[CH3:22][N:23]1[CH:27]=[C:26]([C:28](Cl)=[O:29])[C:25]([C:31]([F:34])([F:33])[F:32])=[N:24]1. The catalyst is ClCCl.O. The yield is 0.790. (5) The product is [Br:1][C:2]1[CH:3]=[C:4]([N:9]([CH3:14])[S:10]([CH3:13])(=[O:12])=[O:11])[CH:5]=[CH:6][C:7]=1[CH3:8]. The catalyst is CN(C=O)C. The yield is 0.980. The reactants are [Br:1][C:2]1[CH:3]=[C:4]([NH:9][S:10]([CH3:13])(=[O:12])=[O:11])[CH:5]=[CH:6][C:7]=1[CH3:8].[C:14](OC(=O)COC1C=CC(Cl)=CC=1C#CC1C=C(NS(C)(=O)=O)C=CC=1C)(C)(C)C.[H-].[Na+].IC.